This data is from Reaction yield outcomes from USPTO patents with 853,638 reactions. The task is: Predict the reaction yield, written as a fraction of the theoretical maximum amount of product (1.0 means a 100% yield; for example, 0.34 means a 34% yield). (1) The reactants are [Cl:1][C:2]1[CH:7]=[CH:6][CH:5]=[CH:4][C:3]=1[C:8]1[C:13]([Cl:14])=[CH:12][C:11]([O:15][CH3:16])=[C:10]([C:17]([N:19]2[CH2:24][CH2:23][N:22]([C:25](OC(C)(C)C)=[O:26])[CH2:21][CH2:20]2)=[O:18])[CH:9]=1.Cl.CO.[CH3:35][N:36]([CH3:43])[CH2:37][CH:38]=[CH:39]C(O)=O.F[P-](F)(F)(F)(F)F.N1(O[P+](N(C)C)(N(C)C)N(C)C)C2C=CC=CC=2N=N1.CCN(C(C)C)C(C)C. The catalyst is C(OCC)(=O)C.CN(C=O)C. The product is [Cl:1][C:2]1[CH:7]=[CH:6][CH:5]=[CH:4][C:3]=1[C:8]1[C:13]([Cl:14])=[CH:12][C:11]([O:15][CH3:16])=[C:10]([C:17]([N:19]2[CH2:20][CH2:21][N:22]([C:25](=[O:26])/[CH:39]=[CH:38]/[CH2:37][N:36]([CH3:43])[CH3:35])[CH2:23][CH2:24]2)=[O:18])[CH:9]=1. The yield is 0.800. (2) The reactants are [N:1]1[CH:6]=[CH:5][CH:4]=[CH:3][C:2]=1[NH:7][C:8]([N:10]1[C@@H:16]2[CH2:17][N:13]([CH2:14][CH2:15]2)[C:12]2[CH:18]=[CH:19][C:20]([C:22]([NH:24][CH2:25][C:26]([O:28]C)=[O:27])=[O:23])=[N:21][C:11]1=2)=[O:9].O[Li].O.CO. The catalyst is O1CCCC1.O.C(Cl)Cl. The product is [N:1]1[CH:6]=[CH:5][CH:4]=[CH:3][C:2]=1[NH:7][C:8]([N:10]1[C@@H:16]2[CH2:17][N:13]([CH2:14][CH2:15]2)[C:12]2[CH:18]=[CH:19][C:20]([C:22]([NH:24][CH2:25][C:26]([OH:28])=[O:27])=[O:23])=[N:21][C:11]1=2)=[O:9]. The yield is 0.729. (3) The reactants are FC(F)(F)C(O)=O.C([O:12][C:13](=[O:40])/[CH:14]=[CH:15]/[C:16]1[CH:21]=[CH:20][C:19]([C:22]([N:24]2[CH2:33][C:32]3[CH:31]=[N:30][N:29]([CH3:34])[C:28]=3[NH:27][C:26]3[CH:35]=[CH:36][CH:37]=[CH:38][C:25]2=3)=[O:23])=[CH:18][C:17]=1[CH3:39])(C)(C)C. The catalyst is ClCCl. The product is [CH3:39][C:17]1[CH:18]=[C:19]([C:22]([N:24]2[CH2:33][C:32]3[CH:31]=[N:30][N:29]([CH3:34])[C:28]=3[NH:27][C:26]3[CH:35]=[CH:36][CH:37]=[CH:38][C:25]2=3)=[O:23])[CH:20]=[CH:21][C:16]=1/[CH:15]=[CH:14]/[C:13]([OH:40])=[O:12]. The yield is 0.800. (4) The reactants are [I:1][C:2]1[N:3]=[C:4]([CH3:7])[NH:5][CH:6]=1.CCN(C(C)C)C(C)C.Cl[C:18]([O:20][CH2:21][CH3:22])=[O:19]. The yield is 0.950. The product is [I:1][C:2]1[N:3]=[C:4]([CH3:7])[N:5]([C:18]([O:20][CH2:21][CH3:22])=[O:19])[CH:6]=1. The catalyst is C1COCC1.CN(C1C=CN=CC=1)C.